From a dataset of Reaction yield outcomes from USPTO patents with 853,638 reactions. Predict the reaction yield, written as a fraction of the theoretical maximum amount of product (1.0 means a 100% yield; for example, 0.34 means a 34% yield). (1) The reactants are Br[C:2]1[CH:3]=[C:4]2[C:24]([C:25]([CH3:28])([CH3:27])[CH:26]=1)=[C:23]1[C:6]([CH:7]=[C:8]3[C:21](=[CH:22]1)[C:20]1[CH:19]=[CH:18][CH:17]=[CH:16][C:15]=1[C:14]1[CH:13]=[CH:12][CH:11]=[CH:10][C:9]3=1)=[CH:5]2.[C:29]1([C:48]2[CH:53]=[CH:52][CH:51]=[CH:50][CH:49]=2)[CH:34]=[CH:33][C:32]([NH:35][C:36]2[CH:41]=[CH:40][C:39]([C:42]3[CH:47]=[CH:46][CH:45]=[CH:44][CH:43]=3)=[CH:38][CH:37]=2)=[CH:31][CH:30]=1.CC(C)([O-])C.[Na+]. The yield is 0.370. The product is [C:39]1([C:42]2[CH:43]=[CH:44][CH:45]=[CH:46][CH:47]=2)[CH:38]=[CH:37][C:36]([N:35]([C:32]2[CH:33]=[CH:34][C:29]([C:48]3[CH:53]=[CH:52][CH:51]=[CH:50][CH:49]=3)=[CH:30][CH:31]=2)[C:2]2[CH:3]=[C:4]3[C:24]([C:25]([CH3:28])([CH3:27])[CH:26]=2)=[C:23]2[C:6]([CH:7]=[C:8]4[C:21](=[CH:22]2)[C:20]2[CH:19]=[CH:18][CH:17]=[CH:16][C:15]=2[C:14]2[CH:13]=[CH:12][CH:11]=[CH:10][C:9]4=2)=[CH:5]3)=[CH:41][CH:40]=1. The catalyst is C([O-])(=O)C.[Pd+2].C([O-])(=O)C.CC1C=CC=CC=1C. (2) The reactants are [C:1]([CH2:3][C:4]([O:6][CH3:7])=[O:5])#[N:2].C(N(C(C)C)CC)(C)C.[CH2:17](Br)[C:18]([C:20]1[CH:25]=[CH:24][CH:23]=[CH:22][CH:21]=1)=[O:19]. The catalyst is O1CCCC1. The product is [C:1]([CH:3]([CH2:17][C:18]([C:20]1[CH:25]=[CH:24][CH:23]=[CH:22][CH:21]=1)=[O:19])[C:4]([O:6][CH3:7])=[O:5])#[N:2]. The yield is 0.950. (3) The product is [C:20]([C:17]1[CH:16]=[CH:15][C:14]([CH2:13][O:12][C:5]2[CH:4]=[CH:3][C:2]([NH:1][C:35]([NH:34][C:28]3[CH:29]=[CH:30][C:31]([O:32][CH3:33])=[C:26]([O:25][CH3:24])[CH:27]=3)=[O:36])=[CH:7][C:6]=2[C:8](=[O:11])[CH2:9][CH3:10])=[CH:19][CH:18]=1)([CH3:22])([CH3:21])[CH3:23]. The catalyst is C1COCC1. The yield is 0.893. The reactants are [NH2:1][C:2]1[CH:3]=[CH:4][C:5]([O:12][CH2:13][C:14]2[CH:19]=[CH:18][C:17]([C:20]([CH3:23])([CH3:22])[CH3:21])=[CH:16][CH:15]=2)=[C:6]([C:8](=[O:11])[CH2:9][CH3:10])[CH:7]=1.[CH3:24][O:25][C:26]1[CH:27]=[C:28]([N:34]=[C:35]=[O:36])[CH:29]=[CH:30][C:31]=1[O:32][CH3:33]. (4) The reactants are Cl[C:2]1[CH:7]=[CH:6][C:5]([S:8]([C:11]2[CH:16]=[CH:15][CH:14]=[CH:13][C:12]=2[F:17])(=[O:10])=[O:9])=[CH:4][N:3]=1.[CH2:18]([Sn](CCCC)(CCCC)C=C)[CH2:19]CC. The catalyst is O1CCCC1.C(OCC)(=O)C. The product is [CH:18]([C:2]1[CH:7]=[CH:6][C:5]([S:8]([C:11]2[CH:16]=[CH:15][CH:14]=[CH:13][C:12]=2[F:17])(=[O:10])=[O:9])=[CH:4][N:3]=1)=[CH2:19]. The yield is 0.660.